This data is from Forward reaction prediction with 1.9M reactions from USPTO patents (1976-2016). The task is: Predict the product of the given reaction. (1) Given the reactants CO[C:3]1N=[CH:10][CH:9]=[CH:8][C:4]=1[C:5]([OH:7])=[O:6].[CH3:12]CN(C(C)C)C(C)C.CN(C(ON1N=NC2C=CC=NC1=2)=[N+](C)C)C.F[P-](F)(F)(F)(F)F.OCC1CCCN1CCN1C2C(C(=O)NC(=O)N=2)=NC2C=C(C)C(C)=CC1=2, predict the reaction product. The product is: [C:5]([OH:7])(=[O:6])[C:4]1[CH:8]=[CH:9][CH:10]=[CH:12][CH:3]=1. (2) The product is: [CH3:1][O:2][C:3]1[CH:8]=[C:7]([C:13]2[N:22]=[CH:21][C:20]3[NH:19][CH2:18][CH:17]4[CH2:23][O:24][CH2:25][CH2:26][N:16]4[C:15]=3[N:14]=2)[CH:6]=[CH:5][N:4]=1. Given the reactants [CH3:1][O:2][C:3]1[CH:8]=[C:7](B(O)O)[CH:6]=[CH:5][N:4]=1.Cl[C:13]1[N:22]=[CH:21][C:20]2[NH:19][CH2:18][CH:17]3[CH2:23][O:24][CH2:25][CH2:26][N:16]3[C:15]=2[N:14]=1, predict the reaction product. (3) The product is: [NH:19]1[C:27]2[C:22](=[CH:23][C:24]([NH:28][C:12](=[O:14])[C:11]3[CH:15]=[CH:16][CH:17]=[C:9]([B:4]4[O:5][C:6]([CH3:7])([CH3:8])[C:2]([CH3:1])([CH3:18])[O:3]4)[CH:10]=3)=[CH:25][CH:26]=2)[CH:21]=[N:20]1. Given the reactants [CH3:1][C:2]1([CH3:18])[C:6]([CH3:8])([CH3:7])[O:5][B:4]([C:9]2[CH:10]=[C:11]([CH:15]=[CH:16][CH:17]=2)[C:12]([OH:14])=O)[O:3]1.[NH:19]1[C:27]2[C:22](=[CH:23][C:24]([NH2:28])=[CH:25][CH:26]=2)[CH:21]=[N:20]1.CN(C(ON1N=NC2C=CC=NC1=2)=[N+](C)C)C.F[P-](F)(F)(F)(F)F.CCN(C(C)C)C(C)C, predict the reaction product. (4) Given the reactants [CH3:1][O:2][C:3]1[CH:8]=[C:7]([N+:9]([O-])=O)[C:6]([O:12][CH3:13])=[CH:5][C:4]=1[N:14]1[CH2:19][CH2:18][N:17]([CH:20]([CH3:22])[CH3:21])[CH2:16][CH2:15]1.O.NN, predict the reaction product. The product is: [CH3:22][CH:20]([N:17]1[CH2:18][CH2:19][N:14]([C:4]2[C:3]([O:2][CH3:1])=[CH:8][C:7]([NH2:9])=[C:6]([O:12][CH3:13])[CH:5]=2)[CH2:15][CH2:16]1)[CH3:21].